This data is from Peptide-MHC class II binding affinity with 134,281 pairs from IEDB. The task is: Regression. Given a peptide amino acid sequence and an MHC pseudo amino acid sequence, predict their binding affinity value. This is MHC class II binding data. (1) The peptide sequence is TILQRLGVLFGSRIA. The MHC is DRB1_1302 with pseudo-sequence DRB1_1302. The binding affinity (normalized) is 0.185. (2) The peptide sequence is FLFLAVLQNLIFLSK. The MHC is DRB1_0101 with pseudo-sequence DRB1_0101. The binding affinity (normalized) is 0.300.